Dataset: Reaction yield outcomes from USPTO patents with 853,638 reactions. Task: Predict the reaction yield, written as a fraction of the theoretical maximum amount of product (1.0 means a 100% yield; for example, 0.34 means a 34% yield). (1) The reactants are [Cl:1][C:2]1[CH:9]=[CH:8][C:5]([CH:6]=[O:7])=[CH:4][CH:3]=1.[F:10][C:11]([F:21])([F:20])[C:12]1[CH:17]=[CH:16][CH:15]=[CH:14][C:13]=1[Mg]Br. The catalyst is C1COCC1. The product is [F:10][C:11]([F:21])([F:20])[C:12]1[CH:17]=[CH:16][CH:15]=[CH:14][C:13]=1[CH:6]([OH:7])[C:5]1[CH:8]=[CH:9][C:2]([Cl:1])=[CH:3][CH:4]=1. The yield is 1.00. (2) The reactants are [CH3:1][O:2][C:3]1[CH:8]=[CH:7][C:6]([C:9]2([C:12]([OH:14])=[O:13])[CH2:11][CH2:10]2)=[CH:5][CH:4]=1.O.[C:16]1(C)C=CC(S(O)(=O)=O)=CC=1. The catalyst is CO. The product is [CH3:16][O:13][C:12]([C:9]1([C:6]2[CH:5]=[CH:4][C:3]([O:2][CH3:1])=[CH:8][CH:7]=2)[CH2:10][CH2:11]1)=[O:14]. The yield is 0.990.